Task: Regression. Given two drug SMILES strings and cell line genomic features, predict the synergy score measuring deviation from expected non-interaction effect.. Dataset: NCI-60 drug combinations with 297,098 pairs across 59 cell lines (1) Drug 1: CCN(CC)CCNC(=O)C1=C(NC(=C1C)C=C2C3=C(C=CC(=C3)F)NC2=O)C. Drug 2: COC1=C2C(=CC3=C1OC=C3)C=CC(=O)O2. Cell line: SF-268. Synergy scores: CSS=-1.15, Synergy_ZIP=-0.954, Synergy_Bliss=-2.89, Synergy_Loewe=-15.8, Synergy_HSA=-4.66. (2) Drug 1: CN1CCC(CC1)COC2=C(C=C3C(=C2)N=CN=C3NC4=C(C=C(C=C4)Br)F)OC. Drug 2: CC(C1=C(C=CC(=C1Cl)F)Cl)OC2=C(N=CC(=C2)C3=CN(N=C3)C4CCNCC4)N. Cell line: SNB-19. Synergy scores: CSS=9.65, Synergy_ZIP=-1.58, Synergy_Bliss=0.436, Synergy_Loewe=-0.384, Synergy_HSA=0.245. (3) Drug 1: C1=CC(=C2C(=C1NCCNCCO)C(=O)C3=C(C=CC(=C3C2=O)O)O)NCCNCCO. Drug 2: CC1=C(C(=CC=C1)Cl)NC(=O)C2=CN=C(S2)NC3=CC(=NC(=N3)C)N4CCN(CC4)CCO. Cell line: HL-60(TB). Synergy scores: CSS=63.2, Synergy_ZIP=5.81, Synergy_Bliss=6.28, Synergy_Loewe=-9.27, Synergy_HSA=5.31.